This data is from Full USPTO retrosynthesis dataset with 1.9M reactions from patents (1976-2016). The task is: Predict the reactants needed to synthesize the given product. (1) Given the product [CH3:13][O:12][C:9]1[CH:10]=[C:11]2[C:6](=[CH:7][C:8]=1[O:14][CH3:15])[N:5]=[C:4]([N:16]1[CH2:21][CH2:20][O:19][CH2:18][CH2:17]1)[CH:3]=[C:2]2[NH:22][N:23]=[CH:30][C:26]1[CH:27]=[CH:28][CH:29]=[C:24]([CH3:32])[CH:25]=1, predict the reactants needed to synthesize it. The reactants are: Cl[C:2]1[C:11]2[C:6](=[CH:7][C:8]([O:14][CH3:15])=[C:9]([O:12][CH3:13])[CH:10]=2)[N:5]=[C:4]([N:16]2[CH2:21][CH2:20][O:19][CH2:18][CH2:17]2)[CH:3]=1.[NH2:22][NH2:23].[C:24]1([CH3:32])[CH:29]=[CH:28][CH:27]=[C:26]([CH:30]=O)[CH:25]=1.C(O)(=O)C. (2) Given the product [N:15]1[CH:14]=[N:13][N:11]2[CH:12]=[C:7]([C:6]3[N:5]([C:16]4[CH:17]=[C:18]([CH3:22])[CH:19]=[CH:20][CH:21]=4)[C:4](=[O:23])[N:3]([CH2:36][C:37]4[CH:42]=[CH:41][CH:40]=[C:39]([N+:43]([O-:45])=[O:44])[CH:38]=4)[C:2]=3[CH3:1])[CH:8]=[CH:9][C:10]=12, predict the reactants needed to synthesize it. The reactants are: [CH3:1][C:2]1[NH:3][C:4](=[O:23])[N:5]([C:16]2[CH:17]=[C:18]([CH3:22])[CH:19]=[CH:20][CH:21]=2)[C:6]=1[C:7]1[CH:8]=[CH:9][C:10]2[N:11]([N:13]=[CH:14][N:15]=2)[CH:12]=1.CN(C)C=O.CC(C)([O-])C.[K+].Cl[CH2:36][C:37]1[CH:42]=[CH:41][CH:40]=[C:39]([N+:43]([O-:45])=[O:44])[CH:38]=1.